Dataset: Catalyst prediction with 721,799 reactions and 888 catalyst types from USPTO. Task: Predict which catalyst facilitates the given reaction. Reactant: [CH3:1][O:2][C:3]1[CH:4]=[C:5]([CH:9]=[CH:10][C:11]=1[O:12][CH3:13])[C:6](Cl)=[O:7].[NH2:14][C:15]1[CH:20]=[CH:19][C:18]([C:21]([CH3:29])([CH3:28])[CH2:22][CH2:23][NH:24][C:25](=[O:27])[CH3:26])=[CH:17][CH:16]=1. Product: [C:25]([NH:24][CH2:23][CH2:22][C:21]([C:18]1[CH:17]=[CH:16][C:15]([NH:14][C:6](=[O:7])[C:5]2[CH:9]=[CH:10][C:11]([O:12][CH3:13])=[C:3]([O:2][CH3:1])[CH:4]=2)=[CH:20][CH:19]=1)([CH3:29])[CH3:28])(=[O:27])[CH3:26]. The catalyst class is: 17.